This data is from Catalyst prediction with 721,799 reactions and 888 catalyst types from USPTO. The task is: Predict which catalyst facilitates the given reaction. (1) Reactant: [CH3:1][CH:2]([O:4][P:5]([CH2:11][C:12]1[CH:17]=[CH:16][CH:15]=[C:14]([N+:18]([O-])=O)[CH:13]=1)(=[O:10])[O:6][CH:7]([CH3:9])[CH3:8])[CH3:3].Cl[C:22]1[N:27]=[C:26]([NH:28][CH2:29][C:30]2[C:31]([N:36]([CH3:41])[S:37]([CH3:40])(=[O:39])=[O:38])=[N:32][CH:33]=[CH:34][CH:35]=2)[C:25]([C:42]([F:45])([F:44])[F:43])=[CH:24][N:23]=1.[C:46]([OH:52])([C:48]([F:51])([F:50])[F:49])=[O:47]. Product: [F:49][C:48]([F:51])([F:50])[C:46]([OH:52])=[O:47].[CH3:1][CH:2]([O:4][P:5]([CH2:11][C:12]1[CH:17]=[CH:16][CH:15]=[C:14]([NH:18][C:22]2[N:27]=[C:26]([NH:28][CH2:29][C:30]3[C:31]([N:36]([CH3:41])[S:37]([CH3:40])(=[O:39])=[O:38])=[N:32][CH:33]=[CH:34][CH:35]=3)[C:25]([C:42]([F:43])([F:45])[F:44])=[CH:24][N:23]=2)[CH:13]=1)(=[O:10])[O:6][CH:7]([CH3:9])[CH3:8])[CH3:3]. The catalyst class is: 19. (2) Reactant: [F:1][C:2]1[CH:3]=[C:4]2[C:8](=[CH:9][CH:10]=1)[N:7]([CH2:11][C:12]1[C:21]3[C:16](=[CH:17][CH:18]=[CH:19][CH:20]=3)[CH:15]=[CH:14][CH:13]=1)[C:6]1[C:22](=[O:27])[O:23][C:24](=[O:26])[CH2:25][C:5]2=1.[CH2:28]([NH2:32])[CH2:29][CH2:30][CH3:31]. Product: [CH2:28]([NH:32][C:24]([CH2:25][C:5]1[C:4]2[C:8](=[CH:9][CH:10]=[C:2]([F:1])[CH:3]=2)[N:7]([CH2:11][C:12]2[C:21]3[C:16](=[CH:17][CH:18]=[CH:19][CH:20]=3)[CH:15]=[CH:14][CH:13]=2)[C:6]=1[C:22]([OH:23])=[O:27])=[O:26])[CH2:29][CH2:30][CH3:31]. The catalyst class is: 2. (3) Reactant: Br[C:2]1[CH:3]=[CH:4][C:5](O)=[C:6]([C:8]2[CH:17]=[CH:16][C:15]3[C:10](=[CH:11][CH:12]=[C:13]([C:18]4[N:22]([CH:23]5[CH2:28][CH2:27][CH2:26][CH2:25][CH2:24]5)[C:21]5[CH:29]=[CH:30][C:31]([C:33]([OH:35])=[O:34])=[CH:32][C:20]=5[N:19]=4)[CH:14]=3)[N:9]=2)[CH:7]=1.C(OC(C1C=CC2N(C3CCCCC3)C(C3C=CC(N)=C(C=O)C=3)=NC=2C=1)=O)C.[O:66](C1C=CC(C(=O)C)=CC=1)[C:67]1[CH:72]=[CH:71][CH:70]=[CH:69][CH:68]=1.[OH-].[K+]. The catalyst class is: 8. Product: [CH:23]1([N:22]2[C:21]3[CH:29]=[CH:30][C:31]([C:33]([OH:35])=[O:34])=[CH:32][C:20]=3[N:19]=[C:18]2[C:13]2[CH:14]=[C:15]3[C:10](=[CH:11][CH:12]=2)[N:9]=[C:8]([C:6]2[CH:5]=[CH:4][C:3]([O:66][C:67]4[CH:72]=[CH:71][CH:70]=[CH:69][CH:68]=4)=[CH:2][CH:7]=2)[CH:17]=[CH:16]3)[CH2:24][CH2:25][CH2:26][CH2:27][CH2:28]1.